From a dataset of Reaction yield outcomes from USPTO patents with 853,638 reactions. Predict the reaction yield, written as a fraction of the theoretical maximum amount of product (1.0 means a 100% yield; for example, 0.34 means a 34% yield). (1) The reactants are NC1C=CC([C:8]2[C:13]([S:14]([NH2:17])(=[O:16])=[O:15])=[CH:12][CH:11]=[C:10]([NH2:18])[CH:9]=2)=CC=1.[C:19]([C:22]1[CH:27]=[CH:26][C:25]([N:28]=[C:29]=[O:30])=[CH:24][CH:23]=1)(=[O:21])[CH3:20].[K+].[Br-].NC(N)=O. No catalyst specified. The product is [CH3:20][C:19]([C:22]1[CH:23]=[CH:24][C:25]([NH:28][C:29]([NH:18][C:10]2[CH:11]=[CH:12][C:13]([S:14]([NH2:17])(=[O:15])=[O:16])=[CH:8][CH:9]=2)=[O:30])=[CH:26][CH:27]=1)=[O:21]. The yield is 0.466. (2) The yield is 0.720. The product is [CH2:15]([O:17][C:18]([C@@H:20]1[CH2:22][C@@H:21]1[C:23]1[CH:24]=[CH:25][C:26]([NH:29][CH2:36][C:35]2[S:34][C:33]([C:38]3[CH:39]=[CH:40][C:41]([C:44]([F:47])([F:45])[F:46])=[CH:42][CH:43]=3)=[N:32][C:31]=2[CH3:30])=[CH:27][CH:28]=1)=[O:19])[CH3:16]. The reactants are C(O[BH-](OC(=O)C)OC(=O)C)(=O)C.[Na+].[CH2:15]([O:17][C:18]([C@@H:20]1[CH2:22][C@@H:21]1[C:23]1[CH:28]=[CH:27][C:26]([NH2:29])=[CH:25][CH:24]=1)=[O:19])[CH3:16].[CH3:30][C:31]1[N:32]=[C:33]([C:38]2[CH:43]=[CH:42][C:41]([C:44]([F:47])([F:46])[F:45])=[CH:40][CH:39]=2)[S:34][C:35]=1[CH:36]=O.C(OCC)(=O)C. The catalyst is ClC(Cl)C.O. (3) The reactants are [Cl:1][C:2]1[CH:27]=[CH:26][C:5]([CH2:6][NH:7][C:8]2[N:13]=[C:12](Cl)[C:11]([CH:15]([C:17]3[C:25]4[C:20](=[N:21][CH:22]=[CH:23][CH:24]=4)[NH:19][CH:18]=3)O)=[CH:10][CH:9]=2)=[CH:4][CH:3]=1.C([SiH](CC)CC)C.FC(F)(F)C(O)=[O:38]. The catalyst is C(#N)C. The product is [NH:19]1[C:20]2=[N:21][CH:22]=[CH:23][CH:24]=[C:25]2[C:17]([CH2:15][C:11]2[C:12]([OH:38])=[N:13][C:8]([NH:7][CH2:6][C:5]3[CH:26]=[CH:27][C:2]([Cl:1])=[CH:3][CH:4]=3)=[CH:9][CH:10]=2)=[CH:18]1. The yield is 0.780. (4) The reactants are [CH3:1][C:2]1[C:7]([O:8][C:9]2[C:10]([NH:22][C:23]3[S:27][N:26]=[C:25]([CH:28]4[CH2:34][CH2:33][CH2:32][N:31]([C:35]([O:37]C(C)(C)C)=O)[CH2:30][CH2:29]4)[N:24]=3)=[N:11][CH:12]=[C:13]([S:15][C:16]3[CH:21]=[CH:20][CH:19]=[CH:18][N:17]=3)[CH:14]=2)=[CH:6][CH:5]=[CH:4][N:3]=1.[C:42](O)(C(F)(F)F)=O.C(N(CC)CC)C.C(OC(=O)C)(=O)C.[ClH:63]. The catalyst is C(Cl)Cl. The product is [ClH:63].[ClH:63].[CH3:1][C:2]1[C:7]([O:8][C:9]2[C:10]([NH:22][C:23]3[S:27][N:26]=[C:25]([CH:28]4[CH2:34][CH2:33][CH2:32][N:31]([C:35](=[O:37])[CH3:42])[CH2:30][CH2:29]4)[N:24]=3)=[N:11][CH:12]=[C:13]([S:15][C:16]3[CH:21]=[CH:20][CH:19]=[CH:18][N:17]=3)[CH:14]=2)=[CH:6][CH:5]=[CH:4][N:3]=1. The yield is 0.952. (5) The reactants are [H-].[Na+].[CH3:3][N:4]1[CH2:9][CH2:8][N:7]([CH3:10])[CH2:6][C@@H:5]1[CH2:11][OH:12].[C:13]1([N:19]2[CH2:24][CH2:23][N:22]([C:25](OC3C=CC([N+]([O-])=O)=CC=3)=[O:26])[CH2:21][CH2:20]2)[CH:18]=[CH:17][CH:16]=[CH:15][CH:14]=1. The catalyst is CCCCCCC.C1COCC1. The product is [C:13]1([N:19]2[CH2:20][CH2:21][N:22]([C:25]([O:12][CH2:11][C@H:5]3[CH2:6][N:7]([CH3:10])[CH2:8][CH2:9][N:4]3[CH3:3])=[O:26])[CH2:23][CH2:24]2)[CH:14]=[CH:15][CH:16]=[CH:17][CH:18]=1. The yield is 0.610. (6) The reactants are [Cl:1][C:2]1[CH:3]=[C:4](C)[C:5](C#N)=[N:6][CH:7]=1.[OH-:11].[Na+].[CH3:13][CH2:14][OH:15]. No catalyst specified. The product is [Cl:1][C:2]1[CH:3]=[C:4]([CH3:5])[C:13]([C:14]([OH:11])=[O:15])=[N:6][CH:7]=1. The yield is 0.890. (7) The reactants are C(OC([N:8]1[CH2:13][CH2:12][CH:11]([OH:14])[CH2:10][CH2:9]1)=O)(C)(C)C.[F:15][C:16]([F:33])([F:32])[O:17][C:18]1[CH:31]=[CH:30][C:21]([O:22][C:23]2[CH:28]=[CH:27][C:26](O)=[CH:25][CH:24]=2)=[CH:20][CH:19]=1.C1(P(C2C=CC=CC=2)C2C=CC=CC=2)C=CC=CC=1.CC(OC(/N=N/C(OC(C)C)=O)=O)C.[ClH:67]. The catalyst is C1COCC1.O1CCOCC1. The product is [ClH:67].[F:15][C:16]([F:32])([F:33])[O:17][C:18]1[CH:31]=[CH:30][C:21]([O:22][C:23]2[CH:28]=[CH:27][C:26]([O:14][CH:11]3[CH2:10][CH2:9][NH:8][CH2:13][CH2:12]3)=[CH:25][CH:24]=2)=[CH:20][CH:19]=1. The yield is 0.140.